From a dataset of Full USPTO retrosynthesis dataset with 1.9M reactions from patents (1976-2016). Predict the reactants needed to synthesize the given product. (1) Given the product [CH:41]([O:24][C:23](=[O:25])[C@@H:22]([NH:21][C:19]([C:15]1[C:16]([CH3:18])=[N:17][C:12]([NH:11][CH2:10][CH2:9][CH2:8][C:4]2[CH:5]=[CH:6][CH:7]=[C:2]([OH:1])[CH:3]=2)=[N:13][C:14]=1[CH3:35])=[O:20])[CH2:26][NH:27][C:28]([C:30]1[S:31][CH:32]=[CH:33][CH:34]=1)=[O:29])([CH3:42])[CH3:40], predict the reactants needed to synthesize it. The reactants are: [OH:1][C:2]1[CH:3]=[C:4]([CH2:8][CH2:9][CH2:10][NH:11][C:12]2[N:17]=[C:16]([CH3:18])[C:15]([C:19]([NH:21][C@@H:22]([CH2:26][NH:27][C:28]([C:30]3[S:31][CH:32]=[CH:33][CH:34]=3)=[O:29])[C:23]([OH:25])=[O:24])=[O:20])=[C:14]([CH3:35])[N:13]=2)[CH:5]=[CH:6][CH:7]=1.S(Cl)(Cl)=O.[CH3:40][CH:41](O)[CH3:42]. (2) Given the product [C:1]([C:3]1[C:4](=[O:27])[O:5][C:6]2[C:11]([C:12]=1[C:13]1[CH:18]=[CH:17][CH:16]=[C:15]([N+:19]([O-:21])=[O:20])[CH:14]=1)=[CH:10][CH:9]=[C:8]1[N:22]([CH3:25])[CH:23]=[CH:24][C:7]=21)#[N:2], predict the reactants needed to synthesize it. The reactants are: [C:1]([C:3]1[C:4](=N)[O:5][C:6]2[C:11]([C:12]=1[C:13]1[CH:18]=[CH:17][CH:16]=[C:15]([N+:19]([O-:21])=[O:20])[CH:14]=1)=[CH:10][CH:9]=[C:8]1[N:22]([CH3:25])[CH:23]=[CH:24][C:7]=21)#[N:2].[OH-:27].[Na+].